From a dataset of Full USPTO retrosynthesis dataset with 1.9M reactions from patents (1976-2016). Predict the reactants needed to synthesize the given product. (1) Given the product [Br:6][C:7]1[CH:8]=[C:9]([CH:13]=[CH:14][C:15]=1[N+:16]([O-:18])=[O:17])[C:10]#[N:12], predict the reactants needed to synthesize it. The reactants are: O1CCCC1.[Br:6][C:7]1[CH:8]=[C:9]([CH:13]=[CH:14][C:15]=1[N+:16]([O-:18])=[O:17])[C:10]([NH2:12])=O.C(N(CC)CC)C.FC(F)(F)C(OC(=O)C(F)(F)F)=O. (2) Given the product [CH2:17]([O:16][CH2:15][N:7]1[C:8]2[C:4](=[CH:3][C:2]([Br:1])=[CH:10][CH:9]=2)[C:5]([CH3:11])=[N:6]1)[C:18]1[CH:23]=[CH:22][CH:21]=[CH:20][CH:19]=1, predict the reactants needed to synthesize it. The reactants are: [Br:1][C:2]1[CH:3]=[C:4]2[C:8](=[CH:9][CH:10]=1)[NH:7][N:6]=[C:5]2[CH3:11].[H-].[Na+].Cl[CH2:15][O:16][CH2:17][C:18]1[CH:23]=[CH:22][CH:21]=[CH:20][CH:19]=1.